Dataset: Full USPTO retrosynthesis dataset with 1.9M reactions from patents (1976-2016). Task: Predict the reactants needed to synthesize the given product. (1) Given the product [CH:1]1([CH2:7][N:8]([CH2:9][CH2:10][OH:11])[C:26]([CH2:25][O:24][C:21](=[O:23])[CH3:22])=[O:27])[CH2:6][CH2:5][CH2:4][CH2:3][CH2:2]1, predict the reactants needed to synthesize it. The reactants are: [CH:1]1([CH2:7][NH:8][CH2:9][CH2:10][OH:11])[CH2:6][CH2:5][CH2:4][CH2:3][CH2:2]1.CCN(C(C)C)C(C)C.[C:21]([O:24][CH2:25][C:26](Cl)=[O:27])(=[O:23])[CH3:22]. (2) Given the product [NH2:6][C:5]1[C:4]([CH3:10])=[C:3]([O:2][CH3:1])[CH:9]=[CH:8][C:7]=1[C:16](=[O:18])[CH3:15], predict the reactants needed to synthesize it. The reactants are: [CH3:1][O:2][C:3]1[C:4]([CH3:10])=[C:5]([CH:7]=[CH:8][CH:9]=1)[NH2:6].NC1C=[C:16]([O:18]C)[CH:15]=CC=1C(=O)C. (3) Given the product [Br:1][C:2]1[CH:32]=[CH:31][CH:30]=[C:4]2[C:3]=1[C:17]1([CH:22]=[CH:21][N:20]([C:23]([O:25][C:26]([CH3:29])([CH3:28])[CH3:27])=[O:24])[CH2:19][CH2:18]1)[N:7]([CH2:8][C:9]1[CH:14]=[CH:13][C:12]([O:15][CH3:16])=[CH:11][CH:10]=1)[C:5]2=[O:6], predict the reactants needed to synthesize it. The reactants are: [Br:1][C:2]1[C:3](I)=[C:4]([CH:30]=[CH:31][CH:32]=1)[C:5]([N:7]([C:17]1[CH2:22][CH2:21][N:20]([C:23]([O:25][C:26]([CH3:29])([CH3:28])[CH3:27])=[O:24])[CH2:19][CH:18]=1)[CH2:8][C:9]1[CH:14]=[CH:13][C:12]([O:15][CH3:16])=[CH:11][CH:10]=1)=[O:6].C([O-])([O-])=O.[K+].[K+].C1C=CC(P(C2C=CC=CC=2)C2C=CC=CC=2)=CC=1.O. (4) Given the product [Br:8][C:9]1[N:13]2[CH:14]=[C:15]([C:21]3[CH:26]=[CH:25][C:24]([Cl:27])=[CH:23][C:22]=3[Cl:28])[C:16]([C:19]#[N:20])=[C:17]([O:6][CH2:5][CH:4]([CH3:7])[CH3:3])[C:12]2=[N:11][CH:10]=1, predict the reactants needed to synthesize it. The reactants are: [H-].[Na+].[CH3:3][CH:4]([CH3:7])[CH2:5][OH:6].[Br:8][C:9]1[N:13]2[CH:14]=[C:15]([C:21]3[CH:26]=[CH:25][C:24]([Cl:27])=[CH:23][C:22]=3[Cl:28])[C:16]([C:19]#[N:20])=[C:17](Cl)[C:12]2=[N:11][CH:10]=1. (5) Given the product [Cl:1][C:2]1[CH:7]=[CH:6][CH:5]=[C:4]([F:8])[C:3]=1[C:9]1[NH:13][C:12](=[O:14])[N:11]([C:15]2[CH:22]=[CH:21][C:18]([C:19]([NH2:20])=[O:24])=[CH:17][CH:16]=2)[N:10]=1, predict the reactants needed to synthesize it. The reactants are: [Cl:1][C:2]1[CH:7]=[CH:6][CH:5]=[C:4]([F:8])[C:3]=1[C:9]1[NH:13][C:12](=[O:14])[N:11]([C:15]2[CH:22]=[CH:21][C:18]([C:19]#[N:20])=[CH:17][CH:16]=2)[N:10]=1.S(=O)(=O)(O)[OH:24]. (6) Given the product [CH:38]1([NH:28][C:11]2[C:12]3[N:13]([C:15]([C:18]([NH:20][C:21]4[CH:26]=[CH:25][N:24]=[CH:23][C:22]=4[F:27])=[O:19])=[CH:16][N:17]=3)[N:14]=[C:9]([NH:8][C@H:5]3[CH2:6][CH2:7][C@H:2]([NH:1][S:52](=[O:54])(=[O:53])[N:51]([CH3:56])[CH3:50])[CH2:3][CH2:4]3)[CH:10]=2)[CH2:40][CH2:39]1, predict the reactants needed to synthesize it. The reactants are: [NH2:1][C@H:2]1[CH2:7][CH2:6][C@H:5]([NH:8][C:9]2[CH:10]=[C:11]([N:28]([CH:38]3[CH2:40][CH2:39]3)CC3C=CC(OC)=CC=3)[C:12]3[N:13]([C:15]([C:18]([NH:20][C:21]4[CH:26]=[CH:25][N:24]=[CH:23][C:22]=4[F:27])=[O:19])=[CH:16][N:17]=3)[N:14]=2)[CH2:4][CH2:3]1.CCN(C(C)C)C(C)C.[CH3:50][N:51]([CH3:56])[S:52](Cl)(=[O:54])=[O:53].C(O)(C(F)(F)F)=O.